This data is from Full USPTO retrosynthesis dataset with 1.9M reactions from patents (1976-2016). The task is: Predict the reactants needed to synthesize the given product. (1) The reactants are: [C:1]([C@@H:3]([CH2:8][CH:9]([CH3:11])[CH3:10])[CH2:4][C:5]([O-:7])=[O:6])#[N:2].[K+].O.[OH-].[K+].[H][H]. Given the product [NH2:2][CH2:1][C@@H:3]([CH2:8][CH:9]([CH3:11])[CH3:10])[CH2:4][C:5]([OH:7])=[O:6], predict the reactants needed to synthesize it. (2) Given the product [ClH:1].[CH:4]1[C:3]2[C:8](=[N:9][C:10]3[C:15]([C:2]=2[NH:25][CH2:24][CH2:23][NH2:26])=[CH:14][CH:13]=[CH:12][CH:11]=3)[CH:7]=[CH:6][CH:5]=1, predict the reactants needed to synthesize it. The reactants are: [Cl:1][C:2]1[C:3]2[C:8]([N:9]=[C:10]3[C:15]=1[CH:14]=[CH:13][CH:12]=[CH:11]3)=[CH:7][CH:6]=[CH:5][CH:4]=2.C1(O)C=CC=CC=1.[CH2:23]([NH2:26])[CH2:24][NH2:25]. (3) Given the product [NH2:1][C:2]1[C:7]([C:8]([C:10]2[C:15]([O:16][CH3:17])=[CH:14][CH:13]=[C:12]([F:18])[C:11]=2[F:19])=[O:9])=[CH:6][N:5]=[C:4]([NH:20][CH:21]2[CH2:26][CH2:25][N:24]([S:27]([CH2:30][CH2:31][CH2:32][N:38]([CH2:37][CH2:36][O:35][CH3:34])[CH3:39])(=[O:29])=[O:28])[CH2:23][CH2:22]2)[N:3]=1, predict the reactants needed to synthesize it. The reactants are: [NH2:1][C:2]1[C:7]([C:8]([C:10]2[C:15]([O:16][CH3:17])=[CH:14][CH:13]=[C:12]([F:18])[C:11]=2[F:19])=[O:9])=[CH:6][N:5]=[C:4]([NH:20][CH:21]2[CH2:26][CH2:25][N:24]([S:27]([CH2:30][CH2:31][CH2:32]Cl)(=[O:29])=[O:28])[CH2:23][CH2:22]2)[N:3]=1.[CH3:34][O:35][CH2:36][CH2:37][NH:38][CH3:39]. (4) Given the product [Br:28][C:23]1[CH:24]=[C:25]2[C:20](=[CH:21][CH:22]=1)[CH:19]=[C:18]([C:15]1[NH:14][C:13]([CH:9]3[CH2:10][CH2:11][CH2:12][NH:8]3)=[N:17][CH:16]=1)[CH:27]=[CH:26]2, predict the reactants needed to synthesize it. The reactants are: C(OC([N:8]1[CH2:12][CH2:11][CH2:10][CH:9]1[C:13]1[NH:14][C:15]([C:18]2[CH:27]=[CH:26][C:25]3[C:20](=[CH:21][CH:22]=[C:23]([Br:28])[CH:24]=3)[CH:19]=2)=[CH:16][N:17]=1)=O)(C)(C)C.FC(F)(F)C(O)=O. (5) The reactants are: [CH3:1][C:2]1[O:3][C:4]([CH3:9])=[C:5]([CH3:8])[C:6]=1[CH3:7].CC(=[O:13])C. Given the product [CH3:7][CH:6]([CH:5]([CH3:8])[C:4](=[O:3])[CH3:9])[C:2](=[O:13])[CH3:1], predict the reactants needed to synthesize it. (6) The reactants are: [C:1]1([CH:7]2[CH2:12][CH2:11][O:10][C:9]3=[N:13][C:14]([NH2:16])=[N:15][N:8]23)[CH:6]=[CH:5][CH:4]=[CH:3][CH:2]=1.Br[C:18]1[CH:23]=[CH:22][C:21]([N:24]2[CH:28]=[C:27]([CH3:29])[N:26]=[CH:25]2)=[C:20]([O:30][CH3:31])[CH:19]=1.C(Cl)Cl. Given the product [CH3:31][O:30][C:20]1[CH:19]=[C:18]([NH:16][C:14]2[N:13]=[C:9]3[O:10][CH2:11][CH2:12][CH:7]([C:1]4[CH:2]=[CH:3][CH:4]=[CH:5][CH:6]=4)[N:8]3[N:15]=2)[CH:23]=[CH:22][C:21]=1[N:24]1[CH:28]=[C:27]([CH3:29])[N:26]=[CH:25]1, predict the reactants needed to synthesize it. (7) Given the product [ClH:37].[CH3:1][O:2][C:3]1[CH:4]=[C:5]([CH:32]=[CH:33][C:34]=1[O:35][CH3:36])[CH2:6][N:7]1[CH2:12][CH2:11][CH:10]([N:13]([CH3:31])[C:14]([N:16]2[CH:20]=[C:19]([C:21]3[CH:26]=[CH:25][CH:24]=[C:23]([NH:27][C:28]([NH2:30])=[O:29])[CH:22]=3)[N:18]=[CH:17]2)=[O:15])[CH2:9][CH2:8]1, predict the reactants needed to synthesize it. The reactants are: [CH3:1][O:2][C:3]1[CH:4]=[C:5]([CH:32]=[CH:33][C:34]=1[O:35][CH3:36])[CH2:6][N:7]1[CH2:12][CH2:11][CH:10]([N:13]([CH3:31])[C:14]([N:16]2[CH:20]=[C:19]([C:21]3[CH:26]=[CH:25][CH:24]=[C:23]([NH:27][C:28]([NH2:30])=[O:29])[CH:22]=3)[N:18]=[CH:17]2)=[O:15])[CH2:9][CH2:8]1.[ClH:37].C(OCC)C. (8) Given the product [CH3:105][O:104][C:102]([NH:101][C@@H:87]([CH:88]([C:95]1[CH:100]=[CH:99][CH:98]=[CH:97][CH:96]=1)[C:89]1[CH:90]=[CH:91][CH:92]=[CH:93][CH:94]=1)[C:86]([NH:85][C:80]1[CH:81]=[CH:82][CH:83]=[CH:84][C:79]=1[CH2:78][CH2:77][C@H:67]1[O:66][CH2:65][C@@H:64]([CH2:63][CH2:62][C:57]2[CH:58]=[CH:59][CH:60]=[CH:61][C:56]=2[NH:55][C:7](=[O:8])[C@@H:6]([NH:5][C:3]([O:2][CH3:1])=[O:4])[CH:48]([C:54]2[CH:36]=[CH:35][CH:34]=[CH:33][CH:32]=2)[C:49]2[CH:107]=[CH:53][CH:52]=[CH:51][CH:50]=2)[N:69]([C:70]([O:72][C:73]([CH3:74])([CH3:75])[CH3:76])=[O:71])[CH2:68]1)=[O:106])=[O:103], predict the reactants needed to synthesize it. The reactants are: [CH3:1][O:2][C:3]([NH:5][C@@H:6](C(C1C=CC=CC=1)C1C=CC=CC=1)[C:7](O)=[O:8])=[O:4].CN(C(ON1N=N[C:33]2[CH:34]=[CH:35][CH:36]=N[C:32]1=2)=[N+](C)C)C.F[P-](F)(F)(F)(F)F.N1[C:52]([CH3:53])=[CH:51][CH:50]=[CH:49][C:48]=1[CH3:54].[NH2:55][C:56]1[CH:61]=[CH:60][CH:59]=[CH:58][C:57]=1[CH2:62][CH2:63][C@H:64]1[N:69]([C:70]([O:72][C:73]([CH3:76])([CH3:75])[CH3:74])=[O:71])[CH2:68][C@@H:67]([CH2:77][CH2:78][C:79]2[CH:84]=[CH:83][CH:82]=[CH:81][C:80]=2[NH:85][C:86](=[O:106])[C@@H:87]([NH:101][C:102]([O:104][CH3:105])=[O:103])[CH:88]([C:95]2[CH:100]=[CH:99][CH:98]=[CH:97][CH:96]=2)[C:89]2[CH:94]=[CH:93][CH:92]=[CH:91][CH:90]=2)[O:66][CH2:65]1.[C:107](=O)(O)[O-].[Na+].